Predict the product of the given reaction. From a dataset of Forward reaction prediction with 1.9M reactions from USPTO patents (1976-2016). (1) Given the reactants [F:1][C:2]([F:20])([F:19])[C:3]1[CH:8]=[CH:7][C:6]([C:9]2[CH:13]=[C:12]([CH2:14][CH2:15][CH2:16][CH2:17][OH:18])[O:11][N:10]=2)=[CH:5][CH:4]=1.O[C:22]1[CH:35]=[CH:34][C:25]([O:26][C:27]([CH3:33])([CH3:32])[C:28]([O:30]C)=[O:29])=[CH:24][CH:23]=1.C1(P(C2C=CC=CC=2)C2C=CC=CC=2)C=CC=CC=1.N(C(OCC)=O)=NC(OCC)=O, predict the reaction product. The product is: [CH3:33][C:27]([O:26][C:25]1[CH:34]=[CH:35][C:22]([O:18][CH2:17][CH2:16][CH2:15][CH2:14][C:12]2[O:11][N:10]=[C:9]([C:6]3[CH:5]=[CH:4][C:3]([C:2]([F:1])([F:19])[F:20])=[CH:8][CH:7]=3)[CH:13]=2)=[CH:23][CH:24]=1)([CH3:32])[C:28]([OH:30])=[O:29]. (2) Given the reactants CC1(C)C(C)(C)OB([C:9]2[C:17]3[C:12](=[N:13][CH:14]=[CH:15][CH:16]=3)[N:11]([S:18]([C:21]3[CH:27]=[CH:26][C:24]([CH3:25])=[CH:23][CH:22]=3)(=[O:20])=[O:19])[CH:10]=2)O1.Br[C:30]1[CH:31]=[C:32]([NH:35][C:36](=[O:42])[O:37][C:38]([CH3:41])([CH3:40])[CH3:39])[S:33][CH:34]=1.C(=O)([O-])[O-].[K+].[K+].O, predict the reaction product. The product is: [S:18]([N:11]1[C:12]2=[N:13][CH:14]=[CH:15][CH:16]=[C:17]2[C:9]([C:30]2[CH:31]=[C:32]([NH:35][C:36](=[O:42])[O:37][C:38]([CH3:40])([CH3:39])[CH3:41])[S:33][CH:34]=2)=[CH:10]1)([C:21]1[CH:27]=[CH:26][C:24]([CH3:25])=[CH:23][CH:22]=1)(=[O:20])=[O:19]. (3) Given the reactants [CH3:1][O:2][C:3]1[CH:8]=[C:7]([N+:9]([O-])=O)[CH:6]=[CH:5][C:4]=1[C:12]1[S:16][CH:15]=[N:14][CH:13]=1, predict the reaction product. The product is: [CH3:1][O:2][C:3]1[CH:8]=[C:7]([NH2:9])[CH:6]=[CH:5][C:4]=1[C:12]1[S:16][CH:15]=[N:14][CH:13]=1.